This data is from Catalyst prediction with 721,799 reactions and 888 catalyst types from USPTO. The task is: Predict which catalyst facilitates the given reaction. (1) Reactant: [CH3:1][C:2](C)([O-:4])C.[K+].[C:7]([Si:11]([CH3:36])([CH3:35])[O:12][C@H:13]1[CH2:21][CH2:20][CH2:19][C@@:18]2([CH3:22])[C@H:14]1[CH2:15][CH2:16][C@@H:17]2[C:23]1([CH2:28][CH2:29][CH2:30][C:31]([OH:34])([CH3:33])[CH3:32])[CH2:25]C1C=O)([CH3:10])([CH3:9])[CH3:8].[O:37]1[CH2:41][CH2:40][CH2:39][CH2:38]1. Product: [CH2:2]([O:4][C:41](=[O:37])[CH:40]=[CH:39][CH:38]1[CH2:25][C:23]1([C@@H:17]1[C@:18]2([CH3:22])[C@H:14]([C@@H:13]([O:12][Si:11]([C:7]([CH3:8])([CH3:9])[CH3:10])([CH3:35])[CH3:36])[CH2:21][CH2:20][CH2:19]2)[CH2:15][CH2:16]1)[CH2:28][CH2:29][CH2:30][C:31]([OH:34])([CH3:33])[CH3:32])[CH3:1]. The catalyst class is: 11. (2) Reactant: [CH3:1][O:2][C:3]1[CH:4]=[C:5](/[CH:15]=[CH:16]/[C:17]([OH:19])=O)[CH:6]=[CH:7][C:8]=1[N:9]1[CH:13]=[C:12]([CH3:14])[N:11]=[CH:10]1.Cl.[C:21]1([C:27]2[CH:28]=[C:29]([CH:32]=[CH:33][CH:34]=2)[CH2:30][NH2:31])[CH:26]=[CH:25][CH:24]=[CH:23][CH:22]=1.C(N(C(C)C)CC)(C)C.Cl.C(N=C=NCCCN(C)C)C.ON1C2C=CC=CC=2N=N1. Product: [C:27]1([C:21]2[CH:26]=[CH:25][CH:24]=[CH:23][CH:22]=2)[CH:34]=[CH:33][CH:32]=[C:29]([CH2:30][NH:31][C:17](=[O:19])/[CH:16]=[CH:15]/[C:5]2[CH:6]=[CH:7][C:8]([N:9]3[CH:13]=[C:12]([CH3:14])[N:11]=[CH:10]3)=[C:3]([O:2][CH3:1])[CH:4]=2)[CH:28]=1. The catalyst class is: 248. (3) Reactant: Br[C:2]1[CH:9]=[CH:8][C:5]([C:6]#[N:7])=[C:4]([F:10])[C:3]=1[CH3:11].[OH:12][C@:13]1([CH3:20])[C@H:17]([CH3:18])[NH:16][C:15](=[O:19])[CH2:14]1.C1(P(C2C=CC=CC=2)C2C3OC4C(=CC=CC=4P(C4C=CC=CC=4)C4C=CC=CC=4)C(C)(C)C=3C=CC=2)C=CC=CC=1.C(=O)([O-])[O-].[Cs+].[Cs+]. Product: [F:10][C:4]1[C:3]([CH3:11])=[C:2]([N:16]2[C:15](=[O:19])[CH2:14][C@@:13]([OH:12])([CH3:20])[C@@H:17]2[CH3:18])[CH:9]=[CH:8][C:5]=1[C:6]#[N:7]. The catalyst class is: 110. (4) Reactant: [F:1][C:2]([F:17])([F:16])[C:3]1[CH:8]=[CH:7][C:6]([CH2:9][NH2:10])=[C:5]([N:11]2[CH2:15][CH2:14][CH2:13][CH2:12]2)[CH:4]=1.ClC(Cl)(O[C:22](=[O:28])[O:23][C:24](Cl)(Cl)Cl)Cl.[N-:30]=[C:31]=[O:32]. Product: [F:17][C:2]([F:1])([F:16])[C:3]1[CH:8]=[CH:7][C:6]([CH2:9][NH:10][C:31]([NH:30][C:6]2[C:9]3[NH:10][C:22](=[O:28])[O:23][C:24]=3[CH:3]=[CH:4][CH:5]=2)=[O:32])=[C:5]([N:11]2[CH2:15][CH2:14][CH2:13][CH2:12]2)[CH:4]=1. The catalyst class is: 329. (5) Reactant: [F:1][C:2]1([C:9]2[CH:14]=[CH:13][C:12]([C:15]3[CH2:19][C:18]([C:24]4[CH:29]=[C:28]([Cl:30])[C:27]([Cl:31])=[C:26]([Cl:32])[CH:25]=4)([C:20]([F:23])([F:22])[F:21])[O:17][N:16]=3)=[CH:11][CH:10]=2)[CH2:5][CH:4]([C:6]([OH:8])=O)[CH2:3]1.C1C=C[C:36]2N(O)N=[N:39][C:37]=2[CH:38]=1.CCN(C(C)C)C(C)C.CCN=C=NCCCN(C)C.Cl.Cl.C1(N)CC1. Product: [CH:37]1([NH:39][C:6]([CH:4]2[CH2:5][C:2]([F:1])([C:9]3[CH:10]=[CH:11][C:12]([C:15]4[CH2:19][C:18]([C:24]5[CH:29]=[C:28]([Cl:30])[C:27]([Cl:31])=[C:26]([Cl:32])[CH:25]=5)([C:20]([F:21])([F:22])[F:23])[O:17][N:16]=4)=[CH:13][CH:14]=3)[CH2:3]2)=[O:8])[CH2:38][CH2:36]1. The catalyst class is: 3. (6) Reactant: [CH2:1]([O:3][C:4]([C:6]1[C:7](=[O:23])[C:8]2[C:13]([C:14]=1[C:15]1[CH:20]=[CH:19][CH:18]=[CH:17][CH:16]=1)=[CH:12][CH:11]=[C:10]([O:21][CH3:22])[CH:9]=2)=[O:5])[CH3:2].[CH2:24]([Mg]Cl)[C:25]1[CH:30]=[CH:29][CH:28]=[CH:27][CH:26]=1. Product: [CH2:1]([O:3][C:4]([C:6]1[C:7]([CH2:24][C:25]2[CH:30]=[CH:29][CH:28]=[CH:27][CH:26]=2)([OH:23])[C:8]2[C:13]([C:14]=1[C:15]1[CH:20]=[CH:19][CH:18]=[CH:17][CH:16]=1)=[CH:12][CH:11]=[C:10]([O:21][CH3:22])[CH:9]=2)=[O:5])[CH3:2]. The catalyst class is: 1. (7) The catalyst class is: 61. Product: [C:1]([O:5][C:6](=[O:23])[N:7]([CH2:9][CH2:10][O:11][NH2:12])[CH3:8])([CH3:4])([CH3:2])[CH3:3]. Reactant: [C:1]([O:5][C:6](=[O:23])[N:7]([CH2:9][CH2:10][O:11][N:12]1C(=O)C2C(=CC=CC=2)C1=O)[CH3:8])([CH3:4])([CH3:3])[CH3:2].CNN. (8) Reactant: C(C1C=C([CH2+]=NC2C=CC(OC3C=CN=C(C(NC)=O)C=3)=CC=2F)N(C2C=CC=C(CO)C=2)N=1)(C)(C)C.[C:38]([C:42]1[CH:46]=[C:45]([NH:47][C:48]([NH:50][C:51]2[CH:67]=[CH:66][C:54]([O:55][C:56]3[CH:61]=[CH:60][N:59]=[C:58]([C:62]([NH:64][CH3:65])=[O:63])[CH:57]=3)=[CH:53][C:52]=2[F:68])=[O:49])[N:44]([C:69]2[CH:74]=[CH:73][CH:72]=[C:71]([CH2:75][OH:76])[CH:70]=2)[N:43]=1)([CH3:41])([CH3:40])[CH3:39].[C:77]1(=[O:83])[O:82][C:80](=[O:81])[CH2:79][CH2:78]1. Product: [C:38]([C:42]1[CH:46]=[C:45]([NH:47][C:48](=[O:49])[NH:50][C:51]2[CH:67]=[CH:66][C:54]([O:55][C:56]3[CH:61]=[CH:60][N:59]=[C:58]([C:62](=[O:63])[NH:64][CH3:65])[CH:57]=3)=[CH:53][C:52]=2[F:68])[N:44]([C:69]2[CH:70]=[C:71]([CH:72]=[CH:73][CH:74]=2)[CH2:75][O:76][C:77](=[O:83])[CH2:78][CH2:79][C:80]([OH:82])=[O:81])[N:43]=1)([CH3:41])([CH3:39])[CH3:40]. The catalyst class is: 7. (9) Reactant: CS(O[CH2:6][CH2:7][CH2:8][C:9]1([CH3:20])[O:13][C:12]2=[N:14][C:15]([N+:17]([O-:19])=[O:18])=[CH:16][N:11]2[CH2:10]1)(=O)=O.[N:21]1([C:27]([O:29][C:30]([CH3:33])([CH3:32])[CH3:31])=[O:28])[CH2:26][CH2:25][NH:24][CH2:23][CH2:22]1.C(N(CC)CC)C.[I-].[K+]. Product: [CH3:20][C:9]1([CH2:8][CH2:7][CH2:6][N:24]2[CH2:23][CH2:22][N:21]([C:27]([O:29][C:30]([CH3:33])([CH3:32])[CH3:31])=[O:28])[CH2:26][CH2:25]2)[O:13][C:12]2=[N:14][C:15]([N+:17]([O-:19])=[O:18])=[CH:16][N:11]2[CH2:10]1. The catalyst class is: 3.